This data is from Reaction yield outcomes from USPTO patents with 853,638 reactions. The task is: Predict the reaction yield, written as a fraction of the theoretical maximum amount of product (1.0 means a 100% yield; for example, 0.34 means a 34% yield). (1) The reactants are Br[C:2]1[CH:3]=[C:4]([N+:17]([O-:19])=[O:18])[C:5]([O:8][CH2:9][C:10]([O:12][C:13]([CH3:16])([CH3:15])[CH3:14])=[O:11])=[N:6][CH:7]=1.[CH3:20][C:21]1[CH:26]=[C:25](B(O)O)[CH:24]=[CH:23][N:22]=1.CC(C1C=C(C(C)C)C(C2C=CC=CC=2P(C2CCCCC2)C2CCCCC2)=C(C(C)C)C=1)C.P([O-])([O-])([O-])=O.[K+].[K+].[K+]. The catalyst is C1C=CC(/C=C/C(/C=C/C2C=CC=CC=2)=O)=CC=1.C1C=CC(/C=C/C(/C=C/C2C=CC=CC=2)=O)=CC=1.C1C=CC(/C=C/C(/C=C/C2C=CC=CC=2)=O)=CC=1.[Pd].[Pd]. The product is [CH3:20][C:21]1[CH:26]=[C:25]([C:2]2[CH:3]=[C:4]([N+:17]([O-:19])=[O:18])[C:5]([O:8][CH2:9][C:10]([O:12][C:13]([CH3:16])([CH3:15])[CH3:14])=[O:11])=[N:6][CH:7]=2)[CH:24]=[CH:23][N:22]=1. The yield is 0.670. (2) The reactants are C([NH:8][O:9][CH2:10][C:11]([NH:13][CH2:14][C:15](=[O:53])[N:16]([CH2:35][CH2:36][CH2:37][CH2:38][CH2:39][CH2:40][CH2:41][CH2:42][CH2:43][CH2:44][CH2:45][CH2:46][CH2:47][CH2:48][CH2:49][CH2:50][CH2:51][CH3:52])[CH2:17][CH2:18][CH2:19][CH2:20][CH2:21][CH2:22][CH2:23][CH2:24][CH2:25][CH2:26][CH2:27][CH2:28][CH2:29][CH2:30][CH2:31][CH2:32][CH2:33][CH3:34])=[O:12])(OC(C)(C)C)=O.C(O)(C(F)(F)F)=O. The catalyst is C(Cl)Cl. The product is [NH2:8][O:9][CH2:10][C:11]([NH:13][CH2:14][C:15](=[O:53])[N:16]([CH2:35][CH2:36][CH2:37][CH2:38][CH2:39][CH2:40][CH2:41][CH2:42][CH2:43][CH2:44][CH2:45][CH2:46][CH2:47][CH2:48][CH2:49][CH2:50][CH2:51][CH3:52])[CH2:17][CH2:18][CH2:19][CH2:20][CH2:21][CH2:22][CH2:23][CH2:24][CH2:25][CH2:26][CH2:27][CH2:28][CH2:29][CH2:30][CH2:31][CH2:32][CH2:33][CH3:34])=[O:12]. The yield is 1.00. (3) The product is [C:1]([O:5][C:6](=[O:15])[NH:7][C@@H:8]([CH2:11][CH:12]([CH3:13])[CH3:14])[CH2:9][O:10][C:17]1[CH:18]=[CH:19][C:20]2[C:30]3[C:25](=[CH:26][N:27]=[CH:28][CH:29]=3)[CH:24]([C:31]([F:33])([F:34])[F:32])[O:23][C:21]=2[CH:22]=1)([CH3:4])([CH3:3])[CH3:2]. The yield is 0.490. No catalyst specified. The reactants are [C:1]([O:5][C:6](=[O:15])[NH:7][C@@H:8]([CH2:11][CH:12]([CH3:14])[CH3:13])[CH2:9][OH:10])([CH3:4])([CH3:3])[CH3:2].Cl[C:17]1[CH:18]=[CH:19][C:20]2[C:30]3[C:25](=[CH:26][N:27]=[CH:28][CH:29]=3)[CH:24]([C:31]([F:34])([F:33])[F:32])[O:23][C:21]=2[CH:22]=1. (4) The reactants are [N+:1]([O-:4])([O-])=[O:2].[K+].[Br:6][C:7]1[CH:12]=[C:11]([F:13])[CH:10]=[CH:9][C:8]=1[Cl:14]. The catalyst is S(=O)(=O)(O)O. The product is [Br:6][C:7]1[CH:12]=[C:11]([F:13])[C:10]([N+:1]([O-:4])=[O:2])=[CH:9][C:8]=1[Cl:14]. The yield is 0.770. (5) The reactants are [F:1][C:2]1[CH:3]=[C:4]([C:10]2[C:18]3[C:13](=[C:14]([C:19]4[CH:24]=[CH:23][CH:22]=[CH:21][CH:20]=4)[CH:15]=[CH:16][CH:17]=3)[N:12]([CH2:25][CH2:26][CH3:27])[N:11]=2)[CH:5]=[CH:6][C:7]=1[O:8]C.B(Br)(Br)Br. No catalyst specified. The product is [F:1][C:2]1[CH:3]=[C:4]([C:10]2[C:18]3[C:13](=[C:14]([C:19]4[CH:24]=[CH:23][CH:22]=[CH:21][CH:20]=4)[CH:15]=[CH:16][CH:17]=3)[N:12]([CH2:25][CH2:26][CH3:27])[N:11]=2)[CH:5]=[CH:6][C:7]=1[OH:8]. The yield is 0.580. (6) The reactants are [CH:1]1[C:14]2[C:5](=[CH:6][C:7]3[C:12]([C:13]=2[CH2:15][O:16][C:17](=[O:25])[NH:18][CH2:19][CH2:20][O:21][CH2:22][CH2:23][OH:24])=[CH:11][CH:10]=[CH:9][CH:8]=3)[CH:4]=[CH:3][CH:2]=1.[H-].[Na+].C1COCC1.[Cl:33][CH2:34][CH2:35][CH2:36][CH2:37][CH2:38][CH2:39]I. The catalyst is CCCCCCC.C(OCC)(=O)C. The product is [CH:11]1[C:12]2[C:7](=[CH:6][C:5]3[C:14]([C:13]=2[CH2:15][O:16][C:17](=[O:25])[NH:18][CH2:19][CH2:20][O:21][CH2:22][CH2:23][O:24][CH2:39][CH2:38][CH2:37][CH2:36][CH2:35][CH2:34][Cl:33])=[CH:1][CH:2]=[CH:3][CH:4]=3)[CH:8]=[CH:9][CH:10]=1. The yield is 0.410. (7) The reactants are [CH2:1]([S:3]([N:6]1[CH2:11][CH2:10][CH:9]([C:12]2[C:20]3[C:15](=[C:16]([C:31]([NH2:33])=[O:32])[CH:17]=[C:18]([C:21]4[CH:26]=[CH:25][C:24]([CH:27]=[N:28][O:29][CH3:30])=[CH:23][CH:22]=4)[CH:19]=3)[NH:14][CH:13]=2)[CH2:8][CH2:7]1)(=[O:5])=[O:4])[CH3:2].Cl.C([BH3-])#N.[Na+]. The catalyst is C(Cl)Cl.CO.O1CCOCC1. The product is [CH2:1]([S:3]([N:6]1[CH2:7][CH2:8][CH:9]([C:12]2[C:20]3[C:15](=[C:16]([C:31]([NH2:33])=[O:32])[CH:17]=[C:18]([C:21]4[CH:26]=[CH:25][C:24]([CH2:27][NH:28][O:29][CH3:30])=[CH:23][CH:22]=4)[CH:19]=3)[NH:14][CH:13]=2)[CH2:10][CH2:11]1)(=[O:5])=[O:4])[CH3:2]. The yield is 0.700. (8) The reactants are [OH:1][C:2]1[CH:10]=[CH:9][CH:8]=[C:7]2[C:3]=1[C:4](=[O:25])[N:5]([CH2:12][CH:13]([C:19]1([CH3:24])OCC[O:20]1)[C:14]([O:16][CH2:17][CH3:18])=[O:15])[C:6]2=[O:11].N1C=CC=CC=1.[C:32](Cl)(=[O:34])[CH3:33]. The catalyst is ClCCl. The product is [C:32]([O:1][C:2]1[CH:10]=[CH:9][CH:8]=[C:7]2[C:3]=1[C:4](=[O:25])[N:5]([CH2:12][CH:13]([C:19](=[O:20])[CH3:24])[C:14]([O:16][CH2:17][CH3:18])=[O:15])[C:6]2=[O:11])(=[O:34])[CH3:33]. The yield is 0.540. (9) The reactants are [H-].[Na+].[O:3]1[CH2:8][CH2:7][CH2:6][CH2:5][CH:4]1[O:9][CH2:10][C@H:11]1[NH:15][C:14](=[O:16])[CH2:13][CH2:12]1.[CH3:17]I. The catalyst is CN(C=O)C. The product is [CH3:17][N:15]1[C@H:11]([CH2:10][O:9][CH:4]2[CH2:5][CH2:6][CH2:7][CH2:8][O:3]2)[CH2:12][CH2:13][C:14]1=[O:16]. The yield is 0.920. (10) The reactants are [NH2:1][C:2]1[N:6]([C:7]2[CH:12]=[CH:11][C:10]([CH2:13][OH:14])=[CH:9][CH:8]=2)[N:5]=[C:4]([C:15]([CH3:18])([CH3:17])[CH3:16])[CH:3]=1.N1C=CN=C1.[CH3:24][C:25]([Si:28](Cl)([CH3:30])[CH3:29])([CH3:27])[CH3:26]. The catalyst is CN(C=O)C.O. The product is [C:15]([C:4]1[CH:3]=[C:2]([NH2:1])[N:6]([C:7]2[CH:12]=[CH:11][C:10]([CH2:13][O:14][Si:28]([C:25]([CH3:27])([CH3:26])[CH3:24])([CH3:30])[CH3:29])=[CH:9][CH:8]=2)[N:5]=1)([CH3:18])([CH3:17])[CH3:16]. The yield is 0.890.